Dataset: Full USPTO retrosynthesis dataset with 1.9M reactions from patents (1976-2016). Task: Predict the reactants needed to synthesize the given product. The reactants are: [O:1]([C:8]1[N:13]=[CH:12][C:11]([C:14]2[C:15]([NH2:20])=[N:16][CH:17]=[CH:18][CH:19]=2)=[CH:10][CH:9]=1)[C:2]1[CH:7]=[CH:6][CH:5]=[CH:4][CH:3]=1.[H-].[Na+].Cl[CH2:24][CH2:25][S:26](Cl)(=[O:28])=[O:27].O. Given the product [O:1]([C:8]1[N:13]=[CH:12][C:11]([C:14]2[C:15]3=[N:20][S:26](=[O:28])(=[O:27])[CH2:25][CH2:24][N:16]3[CH:17]=[CH:18][CH:19]=2)=[CH:10][CH:9]=1)[C:2]1[CH:3]=[CH:4][CH:5]=[CH:6][CH:7]=1, predict the reactants needed to synthesize it.